This data is from Catalyst prediction with 721,799 reactions and 888 catalyst types from USPTO. The task is: Predict which catalyst facilitates the given reaction. (1) Reactant: [CH3:1][S:2][C:3]1[C:4]([C:8]2[CH:9]=[N:10][CH:11]=[CH:12][CH:13]=2)=[N:5][NH:6][CH:7]=1.[CH2:14](SSCCC)[CH2:15]C.BrC1C(C2C=NC=CC=2)=NNC=1. Product: [CH2:1]([S:2][C:3]1[C:4]([C:8]2[CH:9]=[N:10][CH:11]=[CH:12][CH:13]=2)=[N:5][NH:6][CH:7]=1)[CH2:14][CH3:15]. The catalyst class is: 698. (2) Product: [Cl:1][C:2]1[CH:7]=[C:6]2[NH:8][C:9](=[O:40])[C:10]3([CH:15]([C:16]4[CH:21]=[C:20]([Cl:22])[CH:19]=[CH:18][C:17]=4[O:23][CH2:24][C:25]([C:28](=[O:29])[N:42]([CH3:43])[CH3:41])([CH3:26])[CH3:27])[CH2:14][C:13](=[O:31])[NH:12][CH:11]3[C:32]3[CH:37]=[C:36]([F:38])[CH:35]=[CH:34][C:33]=3[CH3:39])[C:5]2=[CH:4][CH:3]=1. Reactant: [Cl:1][C:2]1[CH:7]=[C:6]2[NH:8][C:9](=[O:40])[C:10]3([CH:15]([C:16]4[CH:21]=[C:20]([Cl:22])[CH:19]=[CH:18][C:17]=4[O:23][CH2:24][C:25]([C:28](O)=[O:29])([CH3:27])[CH3:26])[CH2:14][C:13](=[O:31])[NH:12][CH:11]3[C:32]3[CH:37]=[C:36]([F:38])[CH:35]=[CH:34][C:33]=3[CH3:39])[C:5]2=[CH:4][CH:3]=1.[CH3:41][NH:42][CH3:43].CCN=C=NCCCN(C)C.Cl.C1C=CC2N(O)N=NC=2C=1.CCN(C(C)C)C(C)C. The catalyst class is: 1.